From a dataset of Forward reaction prediction with 1.9M reactions from USPTO patents (1976-2016). Predict the product of the given reaction. (1) Given the reactants [C:1]1([CH3:30])[CH:6]=[CH:5][CH:4]=[CH:3][C:2]=1[C:7]1[CH:20]=[CH:19][C:18]2[C:17](=O)[C:16]3[C:11](=[CH:12][CH:13]=[C:14]([C:22]4[CH:27]=[CH:26][CH:25]=[CH:24][C:23]=4[CH3:28])[CH:15]=3)[C:10](=O)[C:9]=2[CH:8]=1.[CH3:31][C:32]1[C:41]2[C:36](=[CH:37][CH:38]=[CH:39][CH:40]=2)[C:35]([C:42]2[C:43]3[C:48]([C:49](C4C=CC5C(=O)C6C(=CC=C([C:49]7[C:48]8[C:43](=[CH:44][CH:45]=[CH:46][CH:47]=8)[C:42]([C:35]8[C:36]9[C:41](=[CH:40][CH:39]=[CH:38][CH:37]=9)[C:32]([CH3:31])=[CH:33][CH:34]=8)=[C:55]8[C:50]=7[CH:51]=[CH:52][CH:53]=[CH:54]8)C=6)C(=O)C=5C=4)=[C:50]4[C:55]=2[CH:54]=[CH:53][CH:52]=[CH:51]4)=[CH:47][CH:46]=[CH:45][CH:44]=3)=[CH:34][CH:33]=1, predict the reaction product. The product is: [CH3:31][C:32]1[C:41]2[C:36](=[CH:37][CH:38]=[CH:39][CH:40]=2)[C:35]([C:42]2[C:55]3[C:50]([C:49]([C:18]4[CH:17]=[CH:16][C:15]5[C:20](=[C:7]([C:2]6[CH:3]=[CH:4][CH:5]=[CH:6][C:1]=6[CH3:30])[C:8]6[C:13]([C:14]=5[C:22]5[CH:27]=[CH:26][CH:25]=[CH:24][C:23]=5[CH3:28])=[CH:12][C:11]([C:49]5[C:50]7[C:55](=[CH:54][CH:53]=[CH:52][CH:51]=7)[C:42]([C:35]7[C:36]8[C:41](=[CH:40][CH:39]=[CH:38][CH:37]=8)[C:32]([CH3:31])=[CH:33][CH:34]=7)=[C:43]7[C:48]=5[CH:47]=[CH:46][CH:45]=[CH:44]7)=[CH:10][CH:9]=6)[CH:19]=4)=[C:48]4[C:43]=2[CH:44]=[CH:45][CH:46]=[CH:47]4)=[CH:51][CH:52]=[CH:53][CH:54]=3)=[CH:34][CH:33]=1. (2) Given the reactants [C:1]([C:3]1[CH:8]=[CH:7][CH:6]=[CH:5][C:4]=1B1OC(C)(C)C(C)(C)O1)#[N:2].BrC1C=C(C)C=C(C)[C:20]=1[NH2:21].C(=O)([O-])[O-].[K+].[K+].[C:34]1([CH3:40])[CH:39]=[CH:38][CH:37]=[CH:36][CH:35]=1.CO, predict the reaction product. The product is: [CH3:40][C:34]1[CH:39]=[CH:38][C:37]2[C:4]3[C:3]([CH:1]([NH2:2])[N:21]([CH3:20])[C:36]=2[CH:35]=1)=[CH:8][CH:7]=[CH:6][CH:5]=3. (3) Given the reactants [CH3:1][C:2]1[CH:11]=[CH:10][C:9]2[C:8]([NH2:12])=[N:7][CH:6]=[CH:5][C:4]=2[C:3]=1[NH:13][C:14]1[C:19]([C:20]2[CH:25]=[CH:24][N:23]=[CH:22][N:21]=2)=[CH:18][CH:17]=[CH:16][N:15]=1.Br[C:27]1[CH:32]=[C:31]([C:33]([F:36])([F:35])[F:34])[CH:30]=[CH:29][C:28]=1[CH3:37].C1(P(C2C=CC=CC=2)C2C3OC4C(=CC=CC=4P(C4C=CC=CC=4)C4C=CC=CC=4)C(C)(C)C=3C=CC=2)C=CC=CC=1.C(=O)([O-])[O-].[Cs+].[Cs+].C(=O)([O-])[O-].[Na+].[Na+], predict the reaction product. The product is: [CH3:1][C:2]1[CH:11]=[CH:10][C:9]2[C:8]([NH:12][C:29]3[CH:30]=[C:31]([C:33]([F:34])([F:36])[F:35])[CH:32]=[CH:27][C:28]=3[CH3:37])=[N:7][CH:6]=[CH:5][C:4]=2[C:3]=1[NH:13][C:14]1[C:19]([C:20]2[CH:25]=[CH:24][N:23]=[CH:22][N:21]=2)=[CH:18][CH:17]=[CH:16][N:15]=1. (4) Given the reactants C([O:5][C:6](=O)[NH:7][CH:8]1[CH2:13][CH2:12][N:11]([CH2:14][CH2:15][O:16][C:17]2[CH:18]=[N:19][C:20]3[C:25]([CH:26]=2)=[N:24][C:23]([O:27][CH3:28])=[CH:22][CH:21]=3)[CH2:10][CH2:9]1)(C)(C)C.[Cl:30][C:31]1[C:41](C(O)=O)=[CH:40][C:34]2[NH:35][C:36](=[O:39])[CH2:37][S:38][C:33]=2[CH:32]=1, predict the reaction product. The product is: [CH3:28][O:27][C:23]1[N:24]=[C:25]2[C:20](=[CH:21][CH:22]=1)[N:19]=[CH:18][C:17]([O:16][CH2:15][CH2:14][N:11]1[CH2:12][CH2:13][CH:8]([NH:7][C:6]([C:41]3[C:31]([Cl:30])=[CH:32][C:33]4[S:38][CH2:37][C:36](=[O:39])[NH:35][C:34]=4[CH:40]=3)=[O:5])[CH2:9][CH2:10]1)=[CH:26]2. (5) Given the reactants [C:1]([Cl:10])(=O)[CH2:2][CH2:3][CH2:4][CH2:5][CH2:6]CC.[Cl-].[CH3:12][C:13]1[C:22]2[C:17](=[CH:18][C:19]3[O:25][CH2:24][O:23][C:20]=3[CH:21]=2)[CH2:16][CH2:15][N+:14]=1[CH2:26][C:27]1[CH:32]=[CH:31][C:30]([F:33])=[C:29]([F:34])[CH:28]=1, predict the reaction product. The product is: [Cl-:10].[CH2:12]([C:13]1[C:22]2[C:17](=[CH:18][C:19]3[O:25][CH2:24][O:23][C:20]=3[CH:21]=2)[CH2:16][CH2:15][N+:14]=1[CH2:26][C:27]1[CH:32]=[CH:31][C:30]([F:33])=[C:29]([F:34])[CH:28]=1)[CH2:1][CH2:2][CH2:3][CH2:4][CH2:5][CH3:6]. (6) Given the reactants C(OC(=O)[NH:7][C:8]1[N:12]([CH3:13])[N:11]=[C:10]([C:14]([CH3:17])([CH3:16])[CH3:15])[C:9]=1Br)(C)(C)C.[N:20]1[CH:25]=[CH:24][CH:23]=[C:22](B(O)O)[CH:21]=1.C([O-])([O-])=O.[Na+].[Na+], predict the reaction product. The product is: [C:14]([C:10]1[C:9]([C:22]2[CH:21]=[N:20][CH:25]=[CH:24][CH:23]=2)=[C:8]([NH2:7])[N:12]([CH3:13])[N:11]=1)([CH3:15])([CH3:16])[CH3:17].